Dataset: Reaction yield outcomes from USPTO patents with 853,638 reactions. Task: Predict the reaction yield, written as a fraction of the theoretical maximum amount of product (1.0 means a 100% yield; for example, 0.34 means a 34% yield). The reactants are Br[CH2:2][C:3]([C:5]1[C:14]2[C:9](=[CH:10][CH:11]=[CH:12][CH:13]=2)[CH:8]=[CH:7][C:6]=1[O:15][CH2:16][CH3:17])=[O:4].[C:18]([O-:21])(=[O:20])[CH3:19].[Na+]. The catalyst is CN(C)C=O. The product is [CH2:16]([O:15][C:6]1[CH:7]=[CH:8][C:9]2[C:14](=[CH:13][CH:12]=[CH:11][CH:10]=2)[C:5]=1[C:3](=[O:4])[CH2:2][O:21][C:18](=[O:20])[CH3:19])[CH3:17]. The yield is 0.940.